From a dataset of Reaction yield outcomes from USPTO patents with 853,638 reactions. Predict the reaction yield, written as a fraction of the theoretical maximum amount of product (1.0 means a 100% yield; for example, 0.34 means a 34% yield). (1) The reactants are [H-].[Na+].[C:3]([N:7]1[C:11]2=[N:12][CH:13]=[C:14]([S:16][C:17]3[CH:22]=[C:21]([F:23])[CH:20]=[C:19]([F:24])[CH:18]=3)[CH:15]=[C:10]2[C:9]([NH2:25])=[N:8]1)([CH3:6])([CH3:5])[CH3:4].[N:26]([C:29]1[CH:34]=[CH:33][C:32]([N:35]2[CH2:40][CH2:39][N:38]([CH3:41])[CH2:37][CH2:36]2)=[CH:31][CH:30]=1)=[C:27]=[O:28].O. The catalyst is CC(N(C)C)=O. The product is [C:3]([N:7]1[C:11]2=[N:12][CH:13]=[C:14]([S:16][C:17]3[CH:22]=[C:21]([F:23])[CH:20]=[C:19]([F:24])[CH:18]=3)[CH:15]=[C:10]2[C:9]([NH:25][C:27]([NH:26][C:29]2[CH:30]=[CH:31][C:32]([N:35]3[CH2:36][CH2:37][N:38]([CH3:41])[CH2:39][CH2:40]3)=[CH:33][CH:34]=2)=[O:28])=[N:8]1)([CH3:6])([CH3:4])[CH3:5]. The yield is 0.450. (2) The reactants are [Cl:1][C:2]1[CH:7]=[CH:6][C:5]([C:8]([C:10]2[N:18]3[C:13]([CH:14]=[C:15]([O:19][CH2:20][C:21]4[CH:26]=[CH:25][CH:24]=[CH:23][N:22]=4)[CH:16]=[CH:17]3)=[C:12]([C:27](=[O:32])[C:28]([CH3:31])([CH3:30])[CH3:29])[C:11]=2[CH2:33][C:34]([CH3:41])([CH3:40])[C:35]([O:37]CC)=[O:36])=[O:9])=[CH:4][CH:3]=1.[OH-].[Na+].Cl. The catalyst is C1COCC1.CO. The product is [Cl:1][C:2]1[CH:3]=[CH:4][C:5]([C:8]([C:10]2[N:18]3[C:13]([CH:14]=[C:15]([O:19][CH2:20][C:21]4[CH:26]=[CH:25][CH:24]=[CH:23][N:22]=4)[CH:16]=[CH:17]3)=[C:12]([C:27](=[O:32])[C:28]([CH3:31])([CH3:30])[CH3:29])[C:11]=2[CH2:33][C:34]([CH3:41])([CH3:40])[C:35]([OH:37])=[O:36])=[O:9])=[CH:6][CH:7]=1. The yield is 0.860.